This data is from Reaction yield outcomes from USPTO patents with 853,638 reactions. The task is: Predict the reaction yield, written as a fraction of the theoretical maximum amount of product (1.0 means a 100% yield; for example, 0.34 means a 34% yield). (1) The reactants are [Cl:1][C:2]1[CH:3]=[CH:4][C:5]([C@@:8]([NH:27][C:28](=[O:39])OC2C=CC([N+]([O-])=O)=CC=2)([C:16]2[CH:21]=[C:20]([C:22]([F:25])([F:24])[F:23])[CH:19]=[C:18]([F:26])[CH:17]=2)[CH2:9][C:10]2[CH:15]=[CH:14][CH:13]=[CH:12][CH:11]=2)=[N:6][CH:7]=1.ClCCCl.Br.[F:45][C:46]1([F:51])[CH2:50][CH2:49][NH:48][CH2:47]1. No catalyst specified. The product is [Cl:1][C:2]1[CH:3]=[CH:4][C:5]([C@@:8]([NH:27][C:28]([N:48]2[CH2:49][CH2:50][C:46]([F:51])([F:45])[CH2:47]2)=[O:39])([C:16]2[CH:21]=[C:20]([C:22]([F:25])([F:24])[F:23])[CH:19]=[C:18]([F:26])[CH:17]=2)[CH2:9][C:10]2[CH:11]=[CH:12][CH:13]=[CH:14][CH:15]=2)=[N:6][CH:7]=1. The yield is 0.170. (2) The reactants are Cl[C:2]1[N:7]=[CH:6][N:5]=[C:4]([C:8]2[C:9]([CH:30]3[CH2:32][CH2:31]3)=[N:10][C:11]([N:16]3[CH2:21][CH2:20][N:19]([C:22]([CH:24]4[CH2:26][CH2:25]4)=[O:23])[C@H:18]([CH:27]4[CH2:29][CH2:28]4)[CH2:17]3)=[C:12]([CH:15]=2)[C:13]#[N:14])[CH:3]=1.[CH:33]([K])=[CH2:34].B(F)(F)F.[F-].[Cs+]. The catalyst is O1CCOCC1.O.C1C=CC([P]([Pd]([P](C2C=CC=CC=2)(C2C=CC=CC=2)C2C=CC=CC=2)([P](C2C=CC=CC=2)(C2C=CC=CC=2)C2C=CC=CC=2)[P](C2C=CC=CC=2)(C2C=CC=CC=2)C2C=CC=CC=2)(C2C=CC=CC=2)C2C=CC=CC=2)=CC=1. The product is [CH:24]1([C:22]([N:19]2[CH2:20][CH2:21][N:16]([C:11]3[N:10]=[C:9]([CH:30]4[CH2:32][CH2:31]4)[C:8]([C:4]4[CH:3]=[C:2]([CH:33]=[CH2:34])[N:7]=[CH:6][N:5]=4)=[CH:15][C:12]=3[C:13]#[N:14])[CH2:17][C@H:18]2[CH:27]2[CH2:29][CH2:28]2)=[O:23])[CH2:26][CH2:25]1. The yield is 0.750. (3) The reactants are [C:1]([O:5][CH3:6])(=[O:4])[CH:2]=[CH2:3].C1(CNCC2CCCCC2)CCCCC1.Br[C:23]1[C:24]([F:29])=[N:25][CH:26]=[CH:27][CH:28]=1.N(C)(C1CCCCC1)C1CCCCC1. The catalyst is CC(C)([P](C(C)(C)C)([Pd][P](C(C)(C)C)(C(C)(C)C)C(C)(C)C)C(C)(C)C)C.O1CCOCC1. The product is [F:29][C:24]1[C:23](/[CH:3]=[CH:2]/[C:1]([O:5][CH3:6])=[O:4])=[CH:28][CH:27]=[CH:26][N:25]=1. The yield is 0.950. (4) The reactants are Cl.[NH2:2][C@H:3]([C:5]1[C:6](=[O:16])[NH:7][C:8]2[C:13]([CH:14]=1)=[CH:12][C:11]([Cl:15])=[CH:10][CH:9]=2)[CH3:4].[Br:17][C:18]1[CH:23]=[CH:22][CH:21]=[C:20](F)[N:19]=1.CCN(C(C)C)C(C)C.O. The catalyst is CS(C)=O. The product is [Br:17][C:18]1[N:19]=[C:20]([NH:2][C@H:3]([C:5]2[C:6](=[O:16])[NH:7][C:8]3[C:13]([CH:14]=2)=[CH:12][C:11]([Cl:15])=[CH:10][CH:9]=3)[CH3:4])[CH:21]=[CH:22][CH:23]=1. The yield is 0.643. (5) The reactants are [OH:1][C:2]1[CH:11]=[CH:10][C:9]2[NH:8][C:7](=[O:12])[C:6]3[S:13][CH:14]=[CH:15][C:5]=3[C:4]=2[C:3]=1[C:16]1[CH:30]=[CH:29][C:19]([CH2:20][NH:21][C:22](=[O:28])[O:23][C:24]([CH3:27])([CH3:26])[CH3:25])=[CH:18][CH:17]=1.[H-].[Na+].C1C=CC(N([S:40]([C:43]([F:46])([F:45])[F:44])(=[O:42])=[O:41])[S:40]([C:43]([F:46])([F:45])[F:44])(=[O:42])=[O:41])=CC=1. The yield is 0.980. The catalyst is C1COCC1. The product is [F:44][C:43]([F:46])([F:45])[S:40]([O:1][C:2]1[CH:11]=[CH:10][C:9]2[NH:8][C:7](=[O:12])[C:6]3[S:13][CH:14]=[CH:15][C:5]=3[C:4]=2[C:3]=1[C:16]1[CH:30]=[CH:29][C:19]([CH2:20][NH:21][C:22]([O:23][C:24]([CH3:26])([CH3:27])[CH3:25])=[O:28])=[CH:18][CH:17]=1)(=[O:42])=[O:41]. (6) The reactants are [CH2:1]([N:8]1[C:16]2[C:11](=[CH:12][C:13]([C:17]3[CH:22]=[C:21]([C:23]([F:26])([F:25])[F:24])[CH:20]=[C:19]([C:27]([F:30])([F:29])[F:28])[CH:18]=3)=[CH:14][CH:15]=2)[CH:10]=[CH:9]1)[C:2]1[CH:7]=[CH:6][CH:5]=[CH:4][CH:3]=1.[C:31](Cl)(=[O:35])[C:32](Cl)=[O:33].[CH2:37]([OH:39])[CH3:38]. No catalyst specified. The product is [CH2:1]([N:8]1[C:16]2[C:11](=[CH:12][C:13]([C:17]3[CH:22]=[C:21]([C:23]([F:24])([F:25])[F:26])[CH:20]=[C:19]([C:27]([F:30])([F:28])[F:29])[CH:18]=3)=[CH:14][CH:15]=2)[C:10]([C:31](=[O:35])[C:32]([O:39][CH2:37][CH3:38])=[O:33])=[CH:9]1)[C:2]1[CH:3]=[CH:4][CH:5]=[CH:6][CH:7]=1. The yield is 0.560. (7) The reactants are [CH2:1]([NH:3][C:4]([N:21]1[CH2:25][CH:24]([CH2:26][CH3:27])[CH:23]=[N:22]1)=[N:5][S:6]([C:9]1[CH:10]=[C:11]2[C:15](=[CH:16][CH:17]=1)[N:14](C(=O)C)[CH2:13][CH2:12]2)(=[O:8])=[O:7])[CH3:2].Cl.C([O-])(O)=O.[Na+]. The catalyst is CCO. The yield is 0.430. The product is [CH2:1]([NH:3][C:4]([N:21]1[CH2:25][CH:24]([CH2:26][CH3:27])[CH:23]=[N:22]1)=[N:5][S:6]([C:9]1[CH:10]=[C:11]2[C:15](=[CH:16][CH:17]=1)[NH:14][CH2:13][CH2:12]2)(=[O:7])=[O:8])[CH3:2]. (8) The reactants are [Cl:1][C:2]1[CH:3]=[C:4]([C:8]#[C:9][C:10]2([OH:20])[CH2:19][CH2:18][C:13]3(OCC[O:14]3)[CH2:12][CH2:11]2)[CH:5]=[CH:6][CH:7]=1.CC1C=CC(S(O)(=O)=O)=CC=1. The catalyst is CC(C)=O. The product is [Cl:1][C:2]1[CH:3]=[C:4]([C:8]#[C:9][C:10]2([OH:20])[CH2:19][CH2:18][C:13](=[O:14])[CH2:12][CH2:11]2)[CH:5]=[CH:6][CH:7]=1. The yield is 0.300. (9) The catalyst is CN1C(=O)CCC1.O1CCOCC1. The reactants are F[P-](F)(F)(F)(F)F.N1(OC(N(C)C)=[N+](C)C)C2N=CC=CC=2N=N1.C(OC([NH:32][CH2:33][C:34]1([C:49]([OH:51])=O)[CH2:39][CH2:38][N:37]([C:40]2[C:41]3[CH:48]=[CH:47][NH:46][C:42]=3[N:43]=[CH:44][N:45]=2)[CH2:36][CH2:35]1)=O)(C)(C)C.C(N(CC)C(C)C)(C)C.[NH2:61][CH:62]([C:66]1[CH:71]=[CH:70][C:69]([Cl:72])=[CH:68][CH:67]=1)[CH2:63][CH2:64][OH:65].Cl. The yield is 0.810. The product is [NH2:32][CH2:33][C:34]1([C:49]([NH:61][CH:62]([C:66]2[CH:67]=[CH:68][C:69]([Cl:72])=[CH:70][CH:71]=2)[CH2:63][CH2:64][OH:65])=[O:51])[CH2:39][CH2:38][N:37]([C:40]2[C:41]3[CH:48]=[CH:47][NH:46][C:42]=3[N:43]=[CH:44][N:45]=2)[CH2:36][CH2:35]1. (10) The reactants are [OH-].[Na+].C([C:11]1[S:15][N:14]([C:16]2[CH:21]=[CH:20][C:19]([CH3:22])=[CH:18][CH:17]=2)[C:13](=[O:23])[CH:12]=1)(=O)C1C=CC=CC=1.O. The catalyst is C1C=CC=CC=1. The product is [C:19]1([CH3:22])[CH:18]=[CH:17][C:16]([N:14]2[C:13](=[O:23])[CH:12]=[CH:11][S:15]2)=[CH:21][CH:20]=1. The yield is 0.590.